This data is from NCI-60 drug combinations with 297,098 pairs across 59 cell lines. The task is: Regression. Given two drug SMILES strings and cell line genomic features, predict the synergy score measuring deviation from expected non-interaction effect. (1) Drug 1: CC1C(C(CC(O1)OC2CC(CC3=C2C(=C4C(=C3O)C(=O)C5=C(C4=O)C(=CC=C5)OC)O)(C(=O)CO)O)N)O.Cl. Drug 2: COC1=C2C(=CC3=C1OC=C3)C=CC(=O)O2. Cell line: TK-10. Synergy scores: CSS=9.45, Synergy_ZIP=-3.21, Synergy_Bliss=-0.0347, Synergy_Loewe=-4.28, Synergy_HSA=0.432. (2) Drug 1: CC1=C(C(CCC1)(C)C)C=CC(=CC=CC(=CC(=O)O)C)C. Drug 2: CCC1(C2=C(COC1=O)C(=O)N3CC4=CC5=C(C=CC(=C5CN(C)C)O)N=C4C3=C2)O.Cl. Cell line: HCT-15. Synergy scores: CSS=25.0, Synergy_ZIP=9.05, Synergy_Bliss=9.85, Synergy_Loewe=-31.5, Synergy_HSA=1.10. (3) Drug 1: CNC(=O)C1=CC=CC=C1SC2=CC3=C(C=C2)C(=NN3)C=CC4=CC=CC=N4. Drug 2: CC1=C(C(=O)C2=C(C1=O)N3CC4C(C3(C2COC(=O)N)OC)N4)N. Cell line: NCI/ADR-RES. Synergy scores: CSS=2.96, Synergy_ZIP=-0.540, Synergy_Bliss=1.12, Synergy_Loewe=-5.05, Synergy_HSA=-2.04.